From a dataset of Full USPTO retrosynthesis dataset with 1.9M reactions from patents (1976-2016). Predict the reactants needed to synthesize the given product. (1) Given the product [C:34]([NH:23][S:20]([C:16]1[CH:17]=[CH:18][CH:19]=[C:14]([C:10]2[N:9]=[C:8]([C:6]3[CH:5]=[C:4]([C:24]4[CH:29]=[CH:28][C:27]([C:30]([F:33])([F:31])[F:32])=[CH:26][CH:25]=4)[CH:3]=[C:2]([CH3:1])[N:7]=3)[CH:13]=[CH:12][CH:11]=2)[CH:15]=1)(=[O:21])=[O:22])(=[O:36])[CH3:35], predict the reactants needed to synthesize it. The reactants are: [CH3:1][C:2]1[N:7]=[C:6]([C:8]2[CH:13]=[CH:12][CH:11]=[C:10]([C:14]3[CH:15]=[C:16]([S:20]([NH2:23])(=[O:22])=[O:21])[CH:17]=[CH:18][CH:19]=3)[N:9]=2)[CH:5]=[C:4]([C:24]2[CH:29]=[CH:28][C:27]([C:30]([F:33])([F:32])[F:31])=[CH:26][CH:25]=2)[CH:3]=1.[C:34](OC(=O)C)(=[O:36])[CH3:35]. (2) Given the product [C:1]1(/[CH:7]=[CH:8]/[C:9]([NH:23][C:24]2[CH:45]=[CH:44][C:27]([O:28][C:29]3[CH:30]=[CH:31][C:32]4[N:33]([CH:35]=[C:36]([NH:38][C:39]([CH:41]5[CH2:42][CH2:43]5)=[O:40])[N:37]=4)[N:34]=3)=[CH:26][CH:25]=2)=[O:11])[CH:2]=[CH:3][CH:4]=[CH:5][CH:6]=1, predict the reactants needed to synthesize it. The reactants are: [C:1]1(/[CH:7]=[CH:8]/[C:9]([OH:11])=O)[CH:6]=[CH:5][CH:4]=[CH:3][CH:2]=1.CN(C)C=O.C(Cl)(=O)C(Cl)=O.[NH2:23][C:24]1[CH:45]=[CH:44][C:27]([O:28][C:29]2[CH:30]=[CH:31][C:32]3[N:33]([CH:35]=[C:36]([NH:38][C:39]([CH:41]4[CH2:43][CH2:42]4)=[O:40])[N:37]=3)[N:34]=2)=[CH:26][CH:25]=1. (3) Given the product [CH3:15][C:8]1[C:9]([C:12]([NH2:14])=[O:13])=[N:10][C:11]2[C:6]([CH:7]=1)=[CH:5][N:4]=[CH:3][C:2]=2[C:21]1[CH:22]=[CH:23][C:18]([C:17]([F:28])([F:27])[F:16])=[CH:19][CH:20]=1, predict the reactants needed to synthesize it. The reactants are: Br[C:2]1[CH:3]=[N:4][CH:5]=[C:6]2[C:11]=1[N:10]=[C:9]([C:12]([NH2:14])=[O:13])[C:8]([CH3:15])=[CH:7]2.[F:16][C:17]([F:28])([F:27])[C:18]1[CH:23]=[CH:22][C:21](B(O)O)=[CH:20][CH:19]=1. (4) Given the product [C:1]([C:5]1[N:6]=[C:7]([N:16]2[CH2:20][CH2:19][C:18]([F:21])([F:22])[CH2:17]2)[C:8]2[N:13]=[N:12][N:11]([CH2:14][C:15]3[CH:50]=[CH:49][CH:48]=[C:47]([C:51]([F:54])([F:53])[F:52])[C:46]=3[Cl:55])[C:9]=2[N:10]=1)([CH3:2])([CH3:3])[CH3:4], predict the reactants needed to synthesize it. The reactants are: [C:1]([C:5]1[N:6]=[C:7]([N:16]2[CH2:20][CH2:19][C:18]([F:22])([F:21])[CH2:17]2)[C:8]2[N:13]=[N:12][N:11]([CH2:14][CH3:15])[C:9]=2[N:10]=1)([CH3:4])([CH3:3])[CH3:2].C(C1N=C(N2CCC(F)(F)C2)C2N=NNC=2N=1)(C)(C)C.BrCC1[CH:50]=[CH:49][CH:48]=[C:47]([C:51]([F:54])([F:53])[F:52])[C:46]=1[Cl:55]. (5) Given the product [O:19]1[CH2:20][CH2:21][N:16]([CH2:15][CH2:14][O:11][C:6]2[CH:5]=[C:4]([Br:3])[CH:10]=[CH:9][C:7]=2[O:8][CH2:14][CH2:15][N:16]2[CH2:21][CH2:20][O:22][CH2:18][CH2:17]2)[CH2:17][CH2:18]1, predict the reactants needed to synthesize it. The reactants are: [H-].[Na+].[Br:3][C:4]1[CH:5]=[C:6]([OH:11])[C:7](=[CH:9][CH:10]=1)[OH:8].Cl.Cl[CH2:14][CH2:15][N:16]1[CH2:21][CH2:20][O:19][CH2:18][CH2:17]1.[OH2:22]. (6) The reactants are: [Cl:1][C:2]1[CH:11]=[CH:10][C:9]2[C:4](=[CH:5][CH:6]=[C:7]([Cl:12])[CH:8]=2)[N:3]=1.[Cl-].[Cl-].[Cl-].[Al+3].[Br:17]Br.CO. Given the product [Br:17][C:8]1[C:7]([Cl:12])=[CH:6][CH:5]=[C:4]2[C:9]=1[CH:10]=[CH:11][C:2]([Cl:1])=[N:3]2, predict the reactants needed to synthesize it. (7) Given the product [Br:22][C:23]1[S:24][CH:25]=[C:26]([CH2:28][O:1][N:2]=[C:3]([N:10]2[C:14]([CH3:15])=[N:13][N:12]=[N:11]2)[C:4]2[CH:5]=[CH:6][CH:7]=[CH:8][CH:9]=2)[N:27]=1, predict the reactants needed to synthesize it. The reactants are: [OH:1][N:2]=[C:3]([N:10]1[C:14]([CH3:15])=[N:13][N:12]=[N:11]1)[C:4]1[CH:9]=[CH:8][CH:7]=[CH:6][CH:5]=1.C([O-])([O-])=O.[Cs+].[Cs+].[Br:22][C:23]1[S:24][CH:25]=[C:26]([CH2:28]Br)[N:27]=1.